This data is from Forward reaction prediction with 1.9M reactions from USPTO patents (1976-2016). The task is: Predict the product of the given reaction. (1) Given the reactants O=C(Cl)[O:3][C:4](Cl)(Cl)Cl.[CH:9]1([NH:15][CH:16]2[CH2:21][CH2:20][N:19]([C:22]([O:24][C:25]([CH3:28])([CH3:27])[CH3:26])=[O:23])[CH2:18][CH2:17]2)[CH2:14][CH2:13][CH2:12][CH2:11][CH2:10]1.C[NH:30][NH:31][CH3:32].Cl.Cl[CH2:35]Cl, predict the reaction product. The product is: [CH:9]1([N:15]([C:4]([NH:30][N:31]([CH3:32])[CH3:35])=[O:3])[CH:16]2[CH2:21][CH2:20][N:19]([C:22]([O:24][C:25]([CH3:28])([CH3:27])[CH3:26])=[O:23])[CH2:18][CH2:17]2)[CH2:14][CH2:13][CH2:12][CH2:11][CH2:10]1. (2) Given the reactants [F:1][C:2]1[CH:10]=[CH:9][C:8]([N+:11]([O-:13])=[O:12])=[CH:7][C:3]=1[C:4]([OH:6])=[O:5].Cl[Si](C)(C)[CH3:16].CCCCCCC, predict the reaction product. The product is: [CH3:16][O:5][C:4](=[O:6])[C:3]1[CH:7]=[C:8]([N+:11]([O-:13])=[O:12])[CH:9]=[CH:10][C:2]=1[F:1].